Dataset: Catalyst prediction with 721,799 reactions and 888 catalyst types from USPTO. Task: Predict which catalyst facilitates the given reaction. (1) Product: [CH3:11][N:8]1[C:4]2[CH2:5][NH:6][CH2:7][C@@H:2]([CH3:12])[C:3]=2[CH:10]=[N:9]1.[CH3:11][N:8]1[C:4]2=[CH:5][N:6]=[CH:7][C:2]([CH3:21])=[C:3]2[CH:10]=[N:9]1. The catalyst class is: 73. Reactant: Br[C:2]1[CH:7]=[N:6][CH:5]=[C:4]2[N:8]([CH3:11])[N:9]=[CH:10][C:3]=12.[CH3:12]B1OB(C)OB(C)O1.[C:21](=O)([O-])[O-].[Na+].[Na+]. (2) Reactant: [CH3:1][O:2][C:3]1[CH:4]=[C:5]2[C:9](=[C:10]([CH3:12])[CH:11]=1)[NH:8][CH:7]=[C:6]2[CH:13]1[CH2:18][CH2:17][N:16]([CH3:19])[CH2:15][CH2:14]1.[CH2:20](Br)[C:21]1[CH:26]=[CH:25][CH:24]=[CH:23][CH:22]=1.[H-].[K+].C1OCCOCCOCCOCCOCCOC1. The catalyst class is: 1. Product: [CH2:20]([N:8]1[C:9]2[C:5](=[CH:4][C:3]([O:2][CH3:1])=[CH:11][C:10]=2[CH3:12])[C:6]([CH:13]2[CH2:14][CH2:15][N:16]([CH3:19])[CH2:17][CH2:18]2)=[CH:7]1)[C:21]1[CH:26]=[CH:25][CH:24]=[CH:23][CH:22]=1. (3) Reactant: C([C:4]1[C:9]2[CH2:10][C:11](=[CH:19][CH2:20][CH2:21][N:22]3[CH2:27][CH2:26][C:25]([C:29]4[CH:34]=[CH:33][C:32]([Cl:35])=[CH:31][CH:30]=4)([OH:28])[CH2:24][CH2:23]3)[C:12]3[C:13]([O:18][C:8]=2[CH:7]=[CH:6][CH:5]=1)=[N:14][CH:15]=[CH:16][CH:17]=3)(O)=O.C1C=CC(OP([O:48][C:49]2[CH:54]=CC=CC=2)(N=[N+]=[N-])=O)=CC=1.C([N:57]([CH2:60]C)CC)C.C([OH:64])C. Product: [Cl:35][C:32]1[CH:33]=[CH:34][C:29]([C:25]2([OH:28])[CH2:26][CH2:27][N:22]([CH2:21][CH2:20][CH:19]=[C:11]3[C:12]4[C:13](=[N:14][CH:15]=[CH:16][CH:17]=4)[O:18][C:8]4[CH:7]=[CH:6][CH:5]=[C:4]([NH:57][C:60]([O:48][CH2:49][CH3:54])=[O:64])[C:9]=4[CH2:10]3)[CH2:23][CH2:24]2)=[CH:30][CH:31]=1. The catalyst class is: 13.